Dataset: Forward reaction prediction with 1.9M reactions from USPTO patents (1976-2016). Task: Predict the product of the given reaction. (1) The product is: [C:1]([O:9][C:10]1[CH:11]=[CH:12][C:13]([OH:16])=[CH:14][CH:15]=1)(=[O:8])[C:2]1[CH:3]=[CH:4][CH:5]=[CH:6][CH:7]=1. Given the reactants [C:1]([O:9][C:10]1[CH:15]=[CH:14][C:13]([O:16]CC2C=CC=CC=2)=[CH:12][CH:11]=1)(=[O:8])[C:2]1[CH:7]=[CH:6][CH:5]=[CH:4][CH:3]=1, predict the reaction product. (2) Given the reactants [Cl:1][C:2]1[C:19]([C:20]([F:23])([F:22])[F:21])=[CH:18][CH:17]=[CH:16][C:3]=1[CH2:4][N:5]1[C@@H:10]([CH3:11])[CH2:9][N:8]=[C:7](OCC)[C:6]1=[O:15].[F:24][C:25]1[CH:34]=[CH:33][C:28]([C:29]([NH:31][NH2:32])=O)=[CH:27][CH:26]=1, predict the reaction product. The product is: [Cl:1][C:2]1[C:19]([C:20]([F:21])([F:22])[F:23])=[CH:18][CH:17]=[CH:16][C:3]=1[CH2:4][N:5]1[C@@H:10]([CH3:11])[CH2:9][N:8]2[C:29]([C:28]3[CH:33]=[CH:34][C:25]([F:24])=[CH:26][CH:27]=3)=[N:31][N:32]=[C:7]2[C:6]1=[O:15]. (3) Given the reactants [C:1]([O:5][C:6]([NH:8][CH:9]1[CH2:14][CH2:13][NH:12][CH2:11][CH2:10]1)=[O:7])([CH3:4])([CH3:3])[CH3:2].Cl[C:16]([O:18][CH2:19][C:20]1[CH:25]=[CH:24][CH:23]=[CH:22][CH:21]=1)=[O:17].C(N(CC)CC)C, predict the reaction product. The product is: [C:1]([O:5][C:6]([NH:8][CH:9]1[CH2:10][CH2:11][N:12]([C:16]([O:18][CH2:19][C:20]2[CH:25]=[CH:24][CH:23]=[CH:22][CH:21]=2)=[O:17])[CH2:13][CH2:14]1)=[O:7])([CH3:4])([CH3:2])[CH3:3]. (4) Given the reactants [CH3:1][O:2][C:3]1[C:11]([O:12][CH3:13])=[CH:10][C:6]([C:7]([OH:9])=O)=[C:5]([SH:14])[CH:4]=1.[C:15]([C:17]1[CH:22]=[CH:21][CH:20]=[CH:19][N:18]=1)#[N:16], predict the reaction product. The product is: [CH3:13][O:12][C:11]1[C:3]([O:2][CH3:1])=[CH:4][C:5]2[S:14][C:15]([C:17]3[CH:22]=[CH:21][CH:20]=[CH:19][N:18]=3)=[N:16][C:7](=[O:9])[C:6]=2[CH:10]=1. (5) Given the reactants [Cl:1][C:2]1[C:7]([N:8]2[CH:12]=[CH:11][CH:10]=[C:9]2[CH:13]=[O:14])=[CH:6][CH:5]=[CH:4][N:3]=1.[Br:15]N1C(=O)CCC1=O.O, predict the reaction product. The product is: [Br:15][C:11]1[CH:10]=[C:9]([CH:13]=[O:14])[N:8]([C:7]2[C:2]([Cl:1])=[N:3][CH:4]=[CH:5][CH:6]=2)[CH:12]=1. (6) Given the reactants C(OC(=O)[NH:7][C:8]1[CH:13]=[C:12]([N:14]2[CH2:18][CH2:17][CH2:16][CH2:15]2)[C:11]([C:19]([F:22])([F:21])[F:20])=[CH:10][C:9]=1[NH:23][C:24](=[O:36])[CH2:25][C:26]([C:28]1[CH:33]=[CH:32][N:31]=[C:30]([C:34]#[N:35])[CH:29]=1)=O)(C)(C)C.C(O)(C(F)(F)F)=O, predict the reaction product. The product is: [O:36]=[C:24]1[CH2:25][C:26]([C:28]2[CH:33]=[CH:32][N:31]=[C:30]([C:34]#[N:35])[CH:29]=2)=[N:7][C:8]2[CH:13]=[C:12]([N:14]3[CH2:15][CH2:16][CH2:17][CH2:18]3)[C:11]([C:19]([F:22])([F:20])[F:21])=[CH:10][C:9]=2[NH:23]1. (7) Given the reactants [CH3:1][C:2]1[C:7]([CH:8]=[O:9])=[CH:6][CH:5]=[CH:4][N:3]=1.C1N2CCN(CC2)C1.CO.[C:20]([O:24][CH2:25][CH3:26])(=[O:23])[CH:21]=[CH2:22], predict the reaction product. The product is: [CH2:25]([O:24][C:20](=[O:23])[C:21]([CH:8]([OH:9])[C:7]1[C:2]([CH3:1])=[N:3][CH:4]=[CH:5][CH:6]=1)=[CH2:22])[CH3:26]. (8) Given the reactants [O:1]=[C:2]1[C:10]2[C:5](=[CH:6][CH:7]=[CH:8][CH:9]=2)[C:4](=[O:11])[N:3]1[CH:12]([C:17]([F:20])([F:19])[F:18])[CH2:13][C:14](O)=[O:15].C(Cl)(=O)C([Cl:24])=O, predict the reaction product. The product is: [O:1]=[C:2]1[C:10]2[C:5](=[CH:6][CH:7]=[CH:8][CH:9]=2)[C:4](=[O:11])[N:3]1[CH:12]([C:17]([F:20])([F:19])[F:18])[CH2:13][C:14]([Cl:24])=[O:15]. (9) Given the reactants [F:1][C:2]1[CH:7]=[CH:6][CH:5]=[CH:4][C:3]=1[CH2:8][O:9][C:10]1[CH:15]=[CH:14][C:13]([C@H:16]2[CH2:20][CH2:19][C@:18]3([CH2:24][CH2:23][NH:22][C:21]3=[O:25])[N:17]2C(OC(C)(C)C)=O)=[CH:12][CH:11]=1.C(O)(C(F)(F)F)=O, predict the reaction product. The product is: [F:1][C:2]1[CH:7]=[CH:6][CH:5]=[CH:4][C:3]=1[CH2:8][O:9][C:10]1[CH:11]=[CH:12][C:13]([C@H:16]2[CH2:20][CH2:19][C@:18]3([CH2:24][CH2:23][NH:22][C:21]3=[O:25])[NH:17]2)=[CH:14][CH:15]=1.